Dataset: Forward reaction prediction with 1.9M reactions from USPTO patents (1976-2016). Task: Predict the product of the given reaction. (1) Given the reactants [C:1]([NH:4][CH:5]([C:11]([O:13][CH2:14][CH3:15])=[O:12])[C:6]([O:8][CH2:9][CH3:10])=[O:7])(=[O:3])[CH3:2].[H-].[Na+].[CH3:18][C:19]1[CH:26]=[CH:25][CH:24]=[C:23]([N+:27]([O-:29])=[O:28])[C:20]=1[CH2:21]Br, predict the reaction product. The product is: [CH2:9]([O:8][C:6](=[O:7])[C:5]([NH:4][C:1](=[O:3])[CH3:2])([CH2:21][C:20]1[C:23]([N+:27]([O-:29])=[O:28])=[CH:24][CH:25]=[CH:26][C:19]=1[CH3:18])[C:11]([O:13][CH2:14][CH3:15])=[O:12])[CH3:10]. (2) Given the reactants [OH-].[Na+].C([O:5][C:6](=[O:39])[C:7]([CH3:38])([CH3:37])[NH:8][C:9](=[O:36])[C:10]1[CH:15]=[CH:14][CH:13]=[C:12]([C:16]2[C:25]3[C:20](=[CH:21][C:22]([O:31][CH2:32][CH3:33])=[C:23]4[O:28][C:27]([CH3:30])([CH3:29])[CH2:26][C:24]4=3)[CH2:19][C:18]([CH3:35])([CH3:34])[N:17]=2)[CH:11]=1)C.[ClH:40], predict the reaction product. The product is: [ClH:40].[CH2:32]([O:31][C:22]1[CH:21]=[C:20]2[C:25](=[C:24]3[CH2:26][C:27]([CH3:29])([CH3:30])[O:28][C:23]=13)[C:16]([C:12]1[CH:11]=[C:10]([CH:15]=[CH:14][CH:13]=1)[C:9]([NH:8][C:7]([CH3:37])([C:6]([OH:39])=[O:5])[CH3:38])=[O:36])=[N:17][C:18]([CH3:34])([CH3:35])[CH2:19]2)[CH3:33]. (3) Given the reactants [Cl:1][C:2]1[C:7]([CH3:8])=[C:6](Cl)[N:5]=[CH:4][N:3]=1.C([Sn](CCCC)(CCCC)[C:15]([O:17][CH2:18][CH3:19])=[CH2:16])CCC.[F-].[K+].C(OCC)C, predict the reaction product. The product is: [Cl:1][C:2]1[C:7]([CH3:8])=[C:6]([C:15]([O:17][CH2:18][CH3:19])=[CH2:16])[N:5]=[CH:4][N:3]=1. (4) Given the reactants [CH3:1][O:2][C:3]1[CH:4]=[N:5][C:6]2[C:11]([N:12]=1)=[CH:10][C:9]([C:13]([O-:15])=[O:14])=[CH:8][CH:7]=2.[OH-].[Na+], predict the reaction product. The product is: [CH3:1][O:2][C:3]1[CH:4]=[N:5][C:6]2[C:11]([N:12]=1)=[CH:10][C:9]([C:13]([OH:15])=[O:14])=[CH:8][CH:7]=2. (5) Given the reactants [N:1]1[CH:6]=[CH:5][N:4]=[CH:3][C:2]=1[C:7]1[CH:15]=[CH:14][C:10]([C:11](O)=[O:12])=[CH:9][CH:8]=1.S(Cl)([Cl:18])=O, predict the reaction product. The product is: [N:1]1[CH:6]=[CH:5][N:4]=[CH:3][C:2]=1[C:7]1[CH:15]=[CH:14][C:10]([C:11]([Cl:18])=[O:12])=[CH:9][CH:8]=1. (6) The product is: [CH3:38][O:41][C:42]1[CH:43]=[CH:4][C:3]([CH2:13][N:22]([CH2:34][C:33]2[CH:32]=[CH:31][C:30]([O:26][CH3:23])=[CH:37][CH:36]=2)[S:19]([C:16]2[CH:17]=[CH:18][C:13]([C:3]3[C:4]([C:7]4[CH:8]=[CH:9][CH:10]=[CH:11][CH:12]=4)=[N:5][O:6][C:2]=3[CH3:1])=[CH:14][CH:15]=2)(=[O:21])=[O:20])=[CH:2][CH:1]=1. Given the reactants [CH3:1][C:2]1[O:6][N:5]=[C:4]([C:7]2[CH:12]=[CH:11][CH:10]=[CH:9][CH:8]=2)[C:3]=1[C:13]1[CH:18]=[CH:17][C:16]([S:19]([NH2:22])(=[O:21])=[O:20])=[CH:15][CH:14]=1.[C:23](=[O:26])([O-])[O-].[K+].[K+].C[C:30]1[CH:37]=[CH:36][C:33]([CH2:34]Cl)=[CH:32][CH:31]=1.[C:38]([O:41][CH2:42][CH3:43])(=O)C, predict the reaction product. (7) Given the reactants [NH2:1][C@H](C(O)=O)C.C([O-])=O.[Na+].OP([O-])([O-])=O.[Na+].[Na+].C1N=C(N)C2N=CN([C@@H]3O[C@H](COP(OP(OC[C@H]4O[C@@H](N5C=C(C(N)=O)CC=C5)[C@H](O)[C@@H]4O)(O)=O)(O)=O)[C@@H](O)[C@H]3O)C=2N=1.CC1C(O)=C(C=O)C(COP(O)(O)=O)=CN=1.[CH2:78]([O:85][C@@H:86]1[C:91](=O)[CH2:90][CH2:89][O:88][CH2:87]1)[C:79]1[CH:84]=[CH:83][CH:82]=[CH:81][CH:80]=1.C(=O)([O-])[O-].[K+].[K+], predict the reaction product. The product is: [CH2:78]([O:85][C@@H:86]1[C@@H:91]([NH2:1])[CH2:90][CH2:89][O:88][CH2:87]1)[C:79]1[CH:84]=[CH:83][CH:82]=[CH:81][CH:80]=1. (8) Given the reactants [CH2:1]([O:8][CH2:9][CH2:10][CH2:11][O:12][C:13]1[CH:18]=[CH:17][CH:16]=[C:15]([CH:19]=[O:20])[C:14]=1OS(C(F)(F)F)(=O)=O)[C:2]1[CH:7]=[CH:6][CH:5]=[CH:4][CH:3]=1.[B:29]1([B:29]2[O:33][C:32]([CH3:35])([CH3:34])[C:31]([CH3:37])([CH3:36])[O:30]2)[O:33][C:32]([CH3:35])([CH3:34])[C:31]([CH3:37])([CH3:36])[O:30]1.CC([O-])=O.[K+].C(Cl)Cl, predict the reaction product. The product is: [CH2:1]([O:8][CH2:9][CH2:10][CH2:11][O:12][C:13]1[C:14]([B:29]2[O:33][C:32]([CH3:35])([CH3:34])[C:31]([CH3:37])([CH3:36])[O:30]2)=[C:15]([CH:16]=[CH:17][CH:18]=1)[CH:19]=[O:20])[C:2]1[CH:7]=[CH:6][CH:5]=[CH:4][CH:3]=1. (9) Given the reactants [CH:1]([N:14]1[C:21](=[O:22])[CH:20]2[N:23]([CH:26]([C:33]3[CH:38]=[CH:37][CH:36]=[CH:35][CH:34]=3)[C:27]3[CH:32]=[CH:31][CH:30]=[CH:29][CH:28]=3)[C:24](=[O:25])[CH:15]1[S:16]SS[S:19]2)([C:8]1[CH:13]=[CH:12][CH:11]=[CH:10][CH:9]=1)[C:2]1[CH:7]=[CH:6][CH:5]=[CH:4][CH:3]=1.[BH4-].[Na+], predict the reaction product. The product is: [SH:16][CH:15]1[N:14]([CH:1]([C:8]2[CH:13]=[CH:12][CH:11]=[CH:10][CH:9]=2)[C:2]2[CH:3]=[CH:4][CH:5]=[CH:6][CH:7]=2)[C:21](=[O:22])[CH:20]([SH:19])[N:23]([CH:26]([C:27]2[CH:28]=[CH:29][CH:30]=[CH:31][CH:32]=2)[C:33]2[CH:38]=[CH:37][CH:36]=[CH:35][CH:34]=2)[C:24]1=[O:25]. (10) Given the reactants [CH2:1]([O:8][C:9]1[CH:17]=[C:16]2[C:12]([CH:13]=[CH:14][NH:15]2)=[CH:11][CH:10]=1)[C:2]1[CH:7]=[CH:6][CH:5]=[CH:4][CH:3]=1.C([Mg]Br)C.[CH3:22][C:23]1([CH3:31])[C:25]([CH3:27])([CH3:26])[CH:24]1[C:28](Cl)=[O:29], predict the reaction product. The product is: [CH2:1]([O:8][C:9]1[CH:17]=[C:16]2[C:12]([C:13]([C:28]([CH:24]3[C:25]([CH3:27])([CH3:26])[C:23]3([CH3:31])[CH3:22])=[O:29])=[CH:14][NH:15]2)=[CH:11][CH:10]=1)[C:2]1[CH:3]=[CH:4][CH:5]=[CH:6][CH:7]=1.